This data is from TCR-epitope binding with 47,182 pairs between 192 epitopes and 23,139 TCRs. The task is: Binary Classification. Given a T-cell receptor sequence (or CDR3 region) and an epitope sequence, predict whether binding occurs between them. (1) The epitope is KLPDDFTGCV. The TCR CDR3 sequence is CASSLNGNIQYF. Result: 0 (the TCR does not bind to the epitope). (2) The epitope is KTSVDCTMYI. The TCR CDR3 sequence is CASSNSASGGRQETQYF. Result: 1 (the TCR binds to the epitope).